Predict the product of the given reaction. From a dataset of Forward reaction prediction with 1.9M reactions from USPTO patents (1976-2016). (1) Given the reactants [OH-].[K+].[CH3:3][C:4]1[C:13]2[C:8](=[C:9]([C:19](=[O:21])[CH3:20])[C:10]([O:14][CH2:15][CH:16]=[CH:17]C)=[CH:11][CH:12]=2)[O:7][C:6](=[O:22])[CH:5]=1.[CH3:23][O:24][C:25]1[CH:26]=[C:27]([CH:30]=[C:31]([O:35][CH3:36])[C:32]=1[O:33][CH3:34])[CH:28]=O.[CH2:37](O)C, predict the reaction product. The product is: [CH3:3][C:4]1[C:13]2[C:8](=[C:9]([C:19](=[O:21])[CH:20]=[CH:28][C:27]3[CH:26]=[C:25]([O:24][CH3:23])[C:32]([O:33][CH3:34])=[C:31]([O:35][CH3:36])[CH:30]=3)[C:10]([O:14][CH2:15][C:16]([CH3:17])=[CH2:37])=[CH:11][CH:12]=2)[O:7][C:6](=[O:22])[CH:5]=1. (2) Given the reactants C([N:8]1[CH2:13][CH2:12][C:11](=O)[CH:10]([C:15]2[CH:20]=[CH:19][CH:18]=[CH:17][CH:16]=2)[CH2:9]1)C1C=CC=CC=1.[NH:21]1[CH2:26][CH2:25][S:24][CH2:23][CH2:22]1.[F:27][C:28]([F:43])([F:42])[C:29]1[CH:30]=[C:31]([CH:35]=[C:36]([C:38]([F:41])([F:40])[F:39])[CH:37]=1)[C:32](Cl)=[O:33], predict the reaction product. The product is: [F:27][C:28]([F:43])([F:42])[C:29]1[CH:30]=[C:31]([C:32]([N:8]2[CH2:13][CH2:12][C@H:11]([N:21]3[CH2:26][CH2:25][S:24][CH2:23][CH2:22]3)[C@H:10]([C:15]3[CH:20]=[CH:19][CH:18]=[CH:17][CH:16]=3)[CH2:9]2)=[O:33])[CH:35]=[C:36]([C:38]([F:41])([F:40])[F:39])[CH:37]=1. (3) Given the reactants [N+:1]([C:4]1[CH:5]=[C:6]([NH2:11])[C:7]([NH2:10])=[N:8][CH:9]=1)([O-:3])=[O:2].[Cl:12][C:13]1[CH:21]=[CH:20][C:19]([NH:22][C:23]([C:25]2[O:26][CH:27]=[CH:28][CH:29]=2)=[O:24])=[CH:18][C:14]=1[C:15](O)=O.C(=O)([O-])[O-].[Na+].[Na+], predict the reaction product. The product is: [Cl:12][C:13]1[CH:21]=[CH:20][C:19]([NH:22][C:23]([C:25]2[O:26][CH:27]=[CH:28][CH:29]=2)=[O:24])=[CH:18][C:14]=1[C:15]1[NH:11][C:6]2[C:7]([N:10]=1)=[N:8][CH:9]=[C:4]([N+:1]([O-:3])=[O:2])[CH:5]=2. (4) Given the reactants [Cl:1][CH2:2][CH2:3][CH2:4][N:5]1[CH2:9][CH2:8][CH2:7][CH2:6]1.[Cl:10][C:11]1[CH:30]=[CH:29][C:14]([NH:15][C:16]2[C:25]3[C:20](=[CH:21][C:22]([OH:28])=[C:23]([O:26][CH3:27])[CH:24]=3)[N:19]=[CH:18][N:17]=2)=[C:13]([F:31])[CH:12]=1.C(=O)([O-])[O-].[K+].[K+], predict the reaction product. The product is: [OH2:26].[ClH:1].[Cl:10][C:11]1[CH:30]=[CH:29][C:14]([NH:15][C:16]2[C:25]3[C:20](=[CH:21][C:22]([O:28][CH2:2][CH2:3][CH2:4][N:5]4[CH2:9][CH2:8][CH2:7][CH2:6]4)=[C:23]([O:26][CH3:27])[CH:24]=3)[N:19]=[CH:18][N:17]=2)=[C:13]([F:31])[CH:12]=1. (5) Given the reactants [Cl:1][C:2]1[CH:7]=[CH:6][C:5]([N:8]([CH2:31][C:32]2[CH:37]=[CH:36][C:35]([O:38][CH3:39])=[CH:34][CH:33]=2)[C:9]([C:11]2[S:15][C:14]([NH:16][C:17]3[CH:22]=[CH:21][C:20](/[CH:23]=[CH:24]\[C:25]4[CH:30]=[CH:29][CH:28]=[CH:27][CH:26]=4)=[CH:19][CH:18]=3)=[N:13][CH:12]=2)=[O:10])=[CH:4][CH:3]=1.ClC1C=CC=C(C(OO)=[O:48])C=1, predict the reaction product. The product is: [Cl:1][C:2]1[CH:3]=[CH:4][C:5]([N:8]([CH2:31][C:32]2[CH:33]=[CH:34][C:35]([O:38][CH3:39])=[CH:36][CH:37]=2)[C:9]([C:11]2[S:15][C:14]([NH:16][C:17]3[CH:22]=[CH:21][C:20]([CH:23]4[CH:24]([C:25]5[CH:30]=[CH:29][CH:28]=[CH:27][CH:26]=5)[O:48]4)=[CH:19][CH:18]=3)=[N:13][CH:12]=2)=[O:10])=[CH:6][CH:7]=1.